From a dataset of Catalyst prediction with 721,799 reactions and 888 catalyst types from USPTO. Predict which catalyst facilitates the given reaction. (1) Product: [Cl:1][C:2]1[CH:3]=[C:4]([C:12]2[O:16][N:15]=[C:14]([C:17]3[N:18]=[CH:19][C:20]([CH2:26][CH2:27][C:28]([OH:30])=[O:29])=[C:21]4[CH:25]=[CH:24][NH:23][C:22]=34)[N:13]=2)[CH:5]=[CH:6][C:7]=1[O:8][CH:9]([CH3:11])[CH3:10]. The catalyst class is: 200. Reactant: [Cl:1][C:2]1[CH:3]=[C:4]([C:12]2[O:16][N:15]=[C:14]([C:17]3[N:18]=[CH:19][C:20]([CH2:26][CH2:27][C:28]([O:30]CC)=[O:29])=[C:21]4[CH:25]=[CH:24][NH:23][C:22]=34)[N:13]=2)[CH:5]=[CH:6][C:7]=1[O:8][CH:9]([CH3:11])[CH3:10].[OH-].[Na+].Cl. (2) The catalyst class is: 110. Reactant: Br[C:2]1[C:6]([CH3:7])=[C:5]([NH:8][C:9]([NH:11][C@H:12]2[C@H:16]([C:17]3[CH:22]=[CH:21][C:20]([F:23])=[C:19]([F:24])[CH:18]=3)[CH2:15][N:14]([CH2:25][CH2:26][O:27][CH3:28])[CH2:13]2)=[O:10])[N:4]([C:29]2[CH:34]=[CH:33][CH:32]=[CH:31][CH:30]=2)[N:3]=1.[CH:35]([N:38]1[CH:42]=[C:41](B2OC(C)(C)C(C)(C)O2)[CH:40]=[N:39]1)([CH3:37])[CH3:36].C1(P(C2CCCCC2)C2CCCCC2)CCCCC1.[O-]P([O-])([O-])=O.[K+].[K+].[K+]. Product: [F:24][C:19]1[CH:18]=[C:17]([C@@H:16]2[CH2:15][N:14]([CH2:25][CH2:26][O:27][CH3:28])[CH2:13][C@H:12]2[NH:11][C:9]([NH:8][C:5]2[N:4]([C:29]3[CH:34]=[CH:33][CH:32]=[CH:31][CH:30]=3)[N:3]=[C:2]([C:41]3[CH:40]=[N:39][N:38]([CH:35]([CH3:37])[CH3:36])[CH:42]=3)[C:6]=2[CH3:7])=[O:10])[CH:22]=[CH:21][C:20]=1[F:23]. (3) Reactant: [OH:1][C@H:2]1[CH2:6][CH2:5][N:4]([CH2:7][CH2:8][C:9]2[CH:14]=[CH:13][C:12]3[O:15][CH2:16][O:17][C:11]=3[CH:10]=2)[CH2:3]1.C(N(CC)CC)C.[CH3:25][S:26](Cl)(=[O:28])=[O:27]. Product: [CH3:25][S:26]([O:1][C@H:2]1[CH2:6][CH2:5][N:4]([CH2:7][CH2:8][C:9]2[CH:14]=[CH:13][C:12]3[O:15][CH2:16][O:17][C:11]=3[CH:10]=2)[CH2:3]1)(=[O:28])=[O:27]. The catalyst class is: 46.